From a dataset of hERG potassium channel inhibition data for cardiac toxicity prediction from Karim et al.. Regression/Classification. Given a drug SMILES string, predict its toxicity properties. Task type varies by dataset: regression for continuous values (e.g., LD50, hERG inhibition percentage) or binary classification for toxic/non-toxic outcomes (e.g., AMES mutagenicity, cardiotoxicity, hepatotoxicity). Dataset: herg_karim. (1) The result is 0 (non-blocker). The drug is OC(c1ccnc(Cl)c1)(c1ccc2c(cnn2-c2ccc(F)cc2)c1)C(F)(F)F. (2) The compound is Cc1ccc2c(N3CCN(CCc4cccc5c4OCc4cncn4-5)CC3)cccc2n1. The result is 1 (blocker). (3) The compound is COc1cc(O)c(C(=O)Nc2nc(C(=O)N(CCN(C(C)C)C(C)C)C(=O)c3cscn3)cs2)cc1OC. The result is 0 (non-blocker). (4) The compound is CN(C)C1CCC(c2ccccc2)(N2CCC(c3cc(C(F)(F)F)cc(C(F)(F)F)c3)C2=O)CC1. The result is 1 (blocker). (5) The compound is CC(=O)NC[C@H]1CN(c2ccc(-n3cc(-c4ccccn4)cn3)c(F)c2)C(=O)O1. The result is 0 (non-blocker). (6) The molecule is CC1CCN(C(=O)c2ccc3c(c2)c2c(n3C)CCN(C3CCOCC3)C2)CC1. The result is 1 (blocker). (7) The compound is CC(C)(N)C(=O)N1CCn2c(nc(-c3ccc(F)cc3)c2Nc2ccc(F)cc2)C1(C)C. The result is 0 (non-blocker).